This data is from Acute oral toxicity (LD50) regression data from Zhu et al.. The task is: Regression/Classification. Given a drug SMILES string, predict its toxicity properties. Task type varies by dataset: regression for continuous values (e.g., LD50, hERG inhibition percentage) or binary classification for toxic/non-toxic outcomes (e.g., AMES mutagenicity, cardiotoxicity, hepatotoxicity). Dataset: ld50_zhu. The molecule is CCCCCCCCCCCO. The rat oral LD50 is 1.76, given as -log10 of the dose in mol/kg body weight (higher means more acutely toxic).